This data is from Reaction yield outcomes from USPTO patents with 853,638 reactions. The task is: Predict the reaction yield, written as a fraction of the theoretical maximum amount of product (1.0 means a 100% yield; for example, 0.34 means a 34% yield). (1) The reactants are [OH:1][C:2]1[CH:22]=[CH:21][CH:20]=[CH:19][C:3]=1[CH2:4][NH:5][C:6]([NH:8][C:9]1[O:10][C:11]([C:14]2[O:15][CH:16]=[CH:17][CH:18]=2)=[N:12][N:13]=1)=[O:7].[Cl:23][C:24]1[N:29]=[C:28](Cl)[CH:27]=[CH:26][N:25]=1.[OH-].[Na+]. The catalyst is CC(C)=O. The product is [Cl:23][C:24]1[N:29]=[C:28]([O:1][C:2]2[CH:22]=[CH:21][CH:20]=[CH:19][C:3]=2[CH2:4][NH:5][C:6]([NH:8][C:9]2[O:10][C:11]([C:14]3[O:15][CH:16]=[CH:17][CH:18]=3)=[N:12][N:13]=2)=[O:7])[CH:27]=[CH:26][N:25]=1. The yield is 0.510. (2) The reactants are C[C@@H:2]1[CH2:6][CH2:5][C:4](=[C:7]([CH3:9])C)[CH:3]1[C:10]([O:12][CH2:13]C)=[O:11].[CH2:15]=[O:16].[ClH:17]. The catalyst is CS(C)=O.C[O-].[Na+]. The product is [Cl:17][C:2]1[CH:6]=[CH:5][C:4]([CH:3]([CH2:15][OH:16])[C:10]([O:12][CH3:13])=[O:11])=[CH:7][CH:9]=1. The yield is 0.920. (3) The reactants are [CH3:1]Br.[Mg].[Br:4][C:5]1[C:6]([CH3:17])=[C:7]2[C:12](=[C:13]([CH3:15])[CH:14]=1)[S:11][CH2:10][CH2:9][C:8]2=[O:16].Cl. The catalyst is O1CCCC1. The product is [Br:4][C:5]1[C:6]([CH3:17])=[C:7]2[C:12](=[C:13]([CH3:15])[CH:14]=1)[S:11][CH2:10][CH2:9][C:8]2([CH3:1])[OH:16]. The yield is 0.990. (4) The reactants are [F:1][C:2]1[C:35]([F:36])=[CH:34][CH:33]=[CH:32][C:3]=1[CH2:4][NH:5][C:6](=[O:31])[N:7]([C@H:9]([CH2:16][O:17][C:18](=[O:30])[NH:19][C:20]1[N:21]=[CH:22][C:23]2[C:28]([CH:29]=1)=[CH:27][CH:26]=[CH:25][CH:24]=2)[CH2:10][CH2:11][C:12](OC)=[O:13])[CH3:8].[H-].[H-].[H-].[H-].[Li+].[Al+3]. The catalyst is C1COCC1. The product is [CH:22]1[C:23]2[C:28](=[CH:27][CH:26]=[CH:25][CH:24]=2)[CH:29]=[C:20]([NH:19][C:18](=[O:30])[O:17][CH2:16][C@@H:9]([N:7]([CH3:8])[C:6]([NH:5][CH2:4][C:3]2[CH:32]=[CH:33][CH:34]=[C:35]([F:36])[C:2]=2[F:1])=[O:31])[CH2:10][CH2:11][CH2:12][OH:13])[N:21]=1. The yield is 0.550. (5) The reactants are [Br:1][C:2]1[CH:7]=[CH:6][C:5]([C:8](=[O:10])[CH3:9])=[C:4]([OH:11])[CH:3]=1.[H-].[Na+].Br[CH2:15][C:16]([O:18][CH3:19])=[O:17]. The catalyst is CN(C=O)C.C(OCC)(=O)C. The product is [C:8]([C:5]1[CH:6]=[CH:7][C:2]([Br:1])=[CH:3][C:4]=1[O:11][CH2:15][C:16]([O:18][CH3:19])=[O:17])(=[O:10])[CH3:9]. The yield is 0.820.